The task is: Predict the product of the given reaction.. This data is from Forward reaction prediction with 1.9M reactions from USPTO patents (1976-2016). (1) Given the reactants O1[C:5]2([CH2:10][CH2:9][CH:8]([C@H:11]([C:13]3[S:17][CH:16]=[C:15]([C:18]([O:20][CH3:21])=[O:19])[C:14]=3[CH3:22])[CH3:12])[CH2:7][CH2:6]2)[O:4]CC1.Cl, predict the reaction product. The product is: [CH3:22][C:14]1[C:15]([C:18]([O:20][CH3:21])=[O:19])=[CH:16][S:17][C:13]=1[C@@H:11]([CH:8]1[CH2:9][CH2:10][C:5](=[O:4])[CH2:6][CH2:7]1)[CH3:12]. (2) Given the reactants [CH3:1][O:2][C:3]1[C:8]([O:9][CH3:10])=[C:7]([O:11][CH3:12])[C:6]([O:13][CH3:14])=[C:5]([CH3:15])[C:4]=1[CH2:16][CH2:17][CH2:18][OH:19].C(N(CC)CC)C.[CH3:27][S:28](Cl)(=[O:30])=[O:29], predict the reaction product. The product is: [CH3:27][S:28]([O:19][CH2:18][CH2:17][CH2:16][C:4]1[C:3]([O:2][CH3:1])=[C:8]([O:9][CH3:10])[C:7]([O:11][CH3:12])=[C:6]([O:13][CH3:14])[C:5]=1[CH3:15])(=[O:30])=[O:29]. (3) Given the reactants [CH3:1][O:2][C:3]1[CH:8]=[CH:7][C:6]([N+:9]([O-:11])=[O:10])=[CH:5][C:4]=1[OH:12].Br[CH2:14][CH:15]([O:19][CH2:20][CH3:21])[O:16][CH2:17][CH3:18].C(=O)([O-])[O-].[Cs+].[Cs+].[OH-].[Na+], predict the reaction product. The product is: [CH2:17]([O:16][CH:15]([O:19][CH2:20][CH3:21])[CH2:14][O:12][C:4]1[CH:5]=[C:6]([N+:9]([O-:11])=[O:10])[CH:7]=[CH:8][C:3]=1[O:2][CH3:1])[CH3:18]. (4) Given the reactants [N+:1]([C:4]1[CH:13]=[CH:12][CH:11]=[C:10]2[C:5]=1[CH:6]=[CH:7][C:8](Cl)=[N:9]2)([O-:3])=[O:2].[CH3:15][O:16][C:17]1[CH:24]=[CH:23][CH:22]=[CH:21][C:18]=1[CH2:19][NH2:20], predict the reaction product. The product is: [CH3:15][O:16][C:17]1[CH:24]=[CH:23][CH:22]=[CH:21][C:18]=1[CH2:19][NH:20][C:8]1[CH:7]=[CH:6][C:5]2[C:10](=[CH:11][CH:12]=[CH:13][C:4]=2[N+:1]([O-:3])=[O:2])[N:9]=1. (5) The product is: [Cl:1][C:2]1[CH:7]=[CH:6][C:5]([S:8]([N:11]([CH2:22][C:23]2[CH:28]=[CH:27][C:26]([O:29][CH3:30])=[C:25]([F:31])[C:24]=2[F:32])[C@H:12]([C:15]2[CH:16]=[CH:17][CH:18]=[CH:19][CH:20]=2)[CH2:13][CH3:14])(=[O:10])=[O:9])=[CH:4][CH:3]=1. Given the reactants [Cl:1][C:2]1[CH:7]=[CH:6][C:5]([S:8]([NH:11][C@H:12]([C:15]2[CH:20]=[CH:19][CH:18]=[CH:17][CH:16]=2)[CH2:13][CH3:14])(=[O:10])=[O:9])=[CH:4][CH:3]=1.Br[CH2:22][C:23]1[CH:28]=[CH:27][C:26]([O:29][CH3:30])=[C:25]([F:31])[C:24]=1[F:32].C(=O)([O-])[O-].[Cs+].[Cs+].O, predict the reaction product. (6) Given the reactants [CH2:1]([O:8][C:9]([N:11]1[CH2:15][C@@H:14]([F:16])[CH2:13][C@H:12]1[C:17]([NH2:19])=O)=[O:10])[C:2]1[CH:7]=[CH:6][CH:5]=[CH:4][CH:3]=1.CCN(CC)CC.FC(F)(F)C(OC(=O)C(F)(F)F)=O, predict the reaction product. The product is: [CH2:1]([O:8][C:9]([N:11]1[CH2:15][C@@H:14]([F:16])[CH2:13][C@H:12]1[C:17]#[N:19])=[O:10])[C:2]1[CH:7]=[CH:6][CH:5]=[CH:4][CH:3]=1. (7) The product is: [Cl:1][C:2]1[N:19]=[CH:18][C:5]2=[CH:6][CH:7]=[C:8]3[C:16]([NH:15][C:14]4[CH2:13][CH2:12][CH2:11][C:10](=[N:20][OH:21])[C:9]3=4)=[C:4]2[CH:3]=1. Given the reactants [Cl:1][C:2]1[N:19]=[CH:18][C:5]2=[CH:6][CH:7]=[C:8]3[C:16]([NH:15][C:14]4[CH2:13][CH2:12][CH2:11][C:10](=O)[C:9]3=4)=[C:4]2[CH:3]=1.[NH2:20][OH:21].Cl.N1C=CC=CC=1, predict the reaction product.